This data is from Reaction yield outcomes from USPTO patents with 853,638 reactions. The task is: Predict the reaction yield, written as a fraction of the theoretical maximum amount of product (1.0 means a 100% yield; for example, 0.34 means a 34% yield). (1) The reactants are [NH2:1][C:2]1[N:7]=[C:6]([NH:8][C:9]2[CH:10]=[CH:11][C:12]([NH:15]C(=O)C)=[N:13][CH:14]=2)[CH:5]=[C:4]([CH3:19])[N:3]=1.Cl.O. The catalyst is O1CCOCC1.CO. The product is [NH2:15][C:12]1[N:13]=[CH:14][C:9]([NH:8][C:6]2[CH:5]=[C:4]([CH3:19])[N:3]=[C:2]([NH2:1])[N:7]=2)=[CH:10][CH:11]=1. The yield is 0.990. (2) The reactants are [CH2:1]([NH:5][C:6](=O)[C:7]1[CH:12]=[CH:11][CH:10]=[C:9]([O:13][CH3:14])[C:8]=1[O:15][CH3:16])[CH2:2][CH2:3][CH3:4].B. The yield is 0.540. The product is [CH2:1]([NH:5][CH2:6][C:7]1[CH:12]=[CH:11][CH:10]=[C:9]([O:13][CH3:14])[C:8]=1[O:15][CH3:16])[CH2:2][CH2:3][CH3:4]. The catalyst is C1COCC1.C(OCC)C. (3) The reactants are Br[C:2]1[S:3][C:4]([C:8]2[N:12]3[N:13]=[C:14]([CH3:22])[CH:15]=[C:16]([CH:17]([CH2:20][CH3:21])[CH2:18][CH3:19])[C:11]3=[N:10][C:9]=2[CH3:23])=[C:5]([CH3:7])[N:6]=1.[Li]CCCC.CCCCCC.[O:35]1[CH2:40][CH2:39][C:38](=[O:41])[CH2:37][CH2:36]1. The catalyst is C1COCC1.CCOC(C)=O. The product is [CH2:18]([CH:17]([C:16]1[C:11]2[N:12]([C:8]([C:4]3[S:3][C:2]([C:38]4([OH:41])[CH2:39][CH2:40][O:35][CH2:36][CH2:37]4)=[N:6][C:5]=3[CH3:7])=[C:9]([CH3:23])[N:10]=2)[N:13]=[C:14]([CH3:22])[CH:15]=1)[CH2:20][CH3:21])[CH3:19]. The yield is 0.400. (4) The reactants are [CH3:1][O:2][C:3]1[CH:8]=[CH:7][C:6]([N:9]2[CH2:16][CH:15]3[O:17][CH:11]([CH2:12][N:13]([C:18](=[O:20])[CH3:19])[CH2:14]3)[CH2:10]2)=[CH:5][C:4]=1[N+:21]([O-])=O. The catalyst is CCO.[Pt](=O)=O. The product is [NH2:21][C:4]1[CH:5]=[C:6]([N:9]2[CH2:16][CH:15]3[O:17][CH:11]([CH2:12][N:13]([C:18](=[O:20])[CH3:19])[CH2:14]3)[CH2:10]2)[CH:7]=[CH:8][C:3]=1[O:2][CH3:1]. The yield is 0.840. (5) The reactants are [CH3:1][N:2]1[C@@H:19]2[CH2:20][C:7]3[CH:8]=[CH:9][C:10]([O:22][CH3:23])=[C:11]4[O:12][C@H:13]5[C:14]([CH2:16][CH2:17][C@:18]2([OH:21])[C@:5]5([C:6]=34)[CH2:4][CH2:3]1)=[O:15].[ClH:24].[H][H]. The catalyst is [Pd].O.C(O)C. The product is [CH3:1][N:2]1[C@@H:19]2[CH2:20][C:7]3[CH:8]=[CH:9][C:10]([O:22][CH3:23])=[C:11]4[O:12][C@H:13]5[C:14]([CH2:16][CH2:17][C@:18]2([OH:21])[C@:5]5([C:6]=34)[CH2:4][CH2:3]1)=[O:15].[ClH:24]. The yield is 0.796.